Regression. Given a peptide amino acid sequence and an MHC pseudo amino acid sequence, predict their binding affinity value. This is MHC class II binding data. From a dataset of Peptide-MHC class II binding affinity with 134,281 pairs from IEDB. (1) The binding affinity (normalized) is 0.714. The MHC is DRB3_0301 with pseudo-sequence DRB3_0301. The peptide sequence is SVVVQDPKNVYQRGT. (2) The binding affinity (normalized) is 0.219. The MHC is DRB1_0101 with pseudo-sequence DRB1_0101. The peptide sequence is GWPATEVMTAVGLMFAIV. (3) The peptide sequence is AEHQAIIRDVLTASD. The MHC is DRB1_0901 with pseudo-sequence DRB1_0901. The binding affinity (normalized) is 0.272.